Dataset: Drug-target binding data from BindingDB using Ki measurements. Task: Regression. Given a target protein amino acid sequence and a drug SMILES string, predict the binding affinity score between them. We predict pKi (pKi = -log10(Ki in M); higher means stronger inhibition). Dataset: bindingdb_ki. (1) The drug is COc1ccccc1N1CCN(Cc2cn([C@@H]3O[C@H](CF)[C@@H](O)[C@H](O)[C@H]3O)nn2)CC1. The target protein (Q28998) has sequence MGAGALALGASEPCNLSSAAPLPDGAATAARLLVPASPPASLLTPASEGSVQLSQQWTAGMGLLMALIVLLIVAGNVLVIVAIAKTPRLQTLTNLFIMSLASADLVMGLLVVPFGATIVVWGRWEYGSFFCELWTSVDVLCVTASIETLCVIALDRYLAITSPFRYQSLLTRAARALVCTVWAISALVSFLPILMHWWRDKGAEARRCYNDPKCCDFVTNRAYAIASSVVSFYVPLCIMAFVYLRVFREAQKQVKKIDSCERRFLGSPARPPSPAPSPGSPLPAAAAAAPVANGRTSKRRPSRLVALREQKALKTLGIIMGVFTLCWLPFFLANVVKAFHRDLVPDRLFVFFNWLGYANSAFNPIIYCRSPDFRKAFQRLLCCARRVARGSCAAAGDGPRASGCLAVARPPPSPGAASDDDDDEEDVGAAPPAPLLEPWAGYNGGAARDSDSSLDERTPGGRASESKV. The pKi is 5.6. (2) The small molecule is COc1ccccc1N1CCN(CCCCN2C(=O)c3ccccc3C2=O)CC1. The target protein sequence is MGVFVKDSSDSAYLTPERKLALGRGKAQGKSRQAAYLSEEKNKPRSTGTGFTQVCSLEVKKLFQIPPFWRRLKKRDAKLAKHNEEYSESVQSEPNRILRVGSDVQPGFSMYAYTGLPMELKTKHFSIQSNSVSNFAMDILCDQESSVNPTAKSLIQINHERRLYRNVYGAGEINASHLFNLTVDSENLTNVSSESSVTPPCYSSLFQLSQKNWPALLTVIVIVLTIAGNILVIMAVSLEKKLQNATNYFLMSLAIADMLLGFLVMPVSMLTILYGYAWPLPRKLCAIWIYLDVLFSTASIMHLCAISLDRYIAIRNPIHHSRFNSRTKAFAKIIAVWTISVGISMPVPVFGLQDDSKVFKKDSCLLADDNFVLVGSFVAFFIPLTIMVVTYFLTIKSLQKEAMLCVNDIGPKTKFASFSFLPQSSLSSEKLFQRSLNRDVGTSGRRTMQSISNEQKASKVLGIVFFLFVVMWCPFFITNVMAVICKESCNQEVIGELLNV.... The pKi is 6.7.